This data is from Forward reaction prediction with 1.9M reactions from USPTO patents (1976-2016). The task is: Predict the product of the given reaction. (1) The product is: [CH2:12]([NH:10][C:9]1[C:4]([Cl:3])=[N:5][CH:6]=[N:7][C:8]=1[Cl:11])[CH3:13]. Given the reactants [H-].[Na+].[Cl:3][C:4]1[C:9]([NH2:10])=[C:8]([Cl:11])[N:7]=[CH:6][N:5]=1.[CH2:12](I)[CH3:13], predict the reaction product. (2) Given the reactants N1C=CC=C(C)C=1.[F:8][C:9]([F:13])([F:12])[CH2:10][OH:11], predict the reaction product. The product is: [F:8][C:9]([F:13])([F:12])[CH2:10][O-:11].[F:8][C:9]([F:13])([F:12])[CH2:10][OH:11]. (3) Given the reactants [C:1]([C:5]1[CH:10]=[CH:9][C:8]([N:11]2[CH2:19][C:18]3[C:13](=[C:14]([OH:20])[CH:15]=[CH:16][CH:17]=3)[C:12]2=[O:21])=[CH:7][CH:6]=1)([CH3:4])([CH3:3])[CH3:2].O[CH2:23][C:24]1[CH:29]=[CH:28][N:27]=[CH:26][CH:25]=1.C1C=CC(P(C2C=CC=CC=2)C2C=CC=CC=2)=CC=1.CC(OC(/N=N/C(OC(C)C)=O)=O)C, predict the reaction product. The product is: [C:1]([C:5]1[CH:10]=[CH:9][C:8]([N:11]2[CH2:19][C:18]3[C:13](=[C:14]([O:20][CH2:23][C:24]4[CH:29]=[CH:28][N:27]=[CH:26][CH:25]=4)[CH:15]=[CH:16][CH:17]=3)[C:12]2=[O:21])=[CH:7][CH:6]=1)([CH3:4])([CH3:2])[CH3:3]. (4) The product is: [Br:1][C:2]1[CH:3]=[C:4]([C:5]([N:21]2[CH2:22][CH2:23][CH2:24][C:19]([OH:25])([C:15]3[CH:16]=[CH:17][CH:18]=[C:13]([O:12][CH3:11])[CH:14]=3)[CH2:20]2)=[O:6])[CH:8]=[CH:9][CH:10]=1. Given the reactants [Br:1][C:2]1[CH:3]=[C:4]([CH:8]=[CH:9][CH:10]=1)[C:5](Cl)=[O:6].[CH3:11][O:12][C:13]1[CH:14]=[C:15]([C:19]2([OH:25])[CH2:24][CH2:23][CH2:22][NH:21][CH2:20]2)[CH:16]=[CH:17][CH:18]=1, predict the reaction product. (5) Given the reactants Br[C:2]1[CH:3]=[C:4]([C:22]([OH:31])([C:27]([F:30])([F:29])[F:28])[C:23]([F:26])([F:25])[F:24])[CH:5]=[CH:6][C:7]=1[N:8]1[CH2:13][CH2:12][N:11]([S:14]([C:17]2[S:18][CH:19]=[CH:20][CH:21]=2)(=[O:16])=[O:15])[CH2:10][CH2:9]1.[CH2:32]([OH:35])[C:33]#[CH:34].C(NCC)C.C1(P(C2C=CC=CC=2)C2C=CC=CC=2)C=CC=CC=1, predict the reaction product. The product is: [S:18]1[CH:19]=[CH:20][CH:21]=[C:17]1[S:14]([N:11]1[CH2:12][CH2:13][N:8]([C:7]2[CH:6]=[CH:5][C:4]([C:22]([OH:31])([C:27]([F:30])([F:29])[F:28])[C:23]([F:26])([F:25])[F:24])=[CH:3][C:2]=2[C:34]#[C:33][CH2:32][OH:35])[CH2:9][CH2:10]1)(=[O:16])=[O:15]. (6) Given the reactants [C:1]([O:9][C@@H:10]1[C@H:14]([O:15][C:16](=[O:23])[C:17]2[CH:22]=[CH:21][CH:20]=[CH:19][CH:18]=2)[C@@H:13]([C:24]([NH:26][CH2:27][CH3:28])=[O:25])[O:12][C@H:11]1[N:29]1[CH:37]=[N:36][C:35]2[C:30]1=[N:31][C:32]([I:39])=[N:33][C:34]=2Cl)(=[O:8])[C:2]1[CH:7]=[CH:6][CH:5]=[CH:4][CH:3]=1.[CH2:40]([CH:47]([CH2:50][C:51]1[CH:56]=[CH:55][CH:54]=[CH:53][CH:52]=1)[CH2:48][NH2:49])[C:41]1[CH:46]=[CH:45][CH:44]=[CH:43][CH:42]=1, predict the reaction product. The product is: [C:1]([O:9][C@@H:10]1[C@H:14]([O:15][C:16](=[O:23])[C:17]2[CH:22]=[CH:21][CH:20]=[CH:19][CH:18]=2)[C@@H:13]([C:24]([NH:26][CH2:27][CH3:28])=[O:25])[O:12][C@H:11]1[N:29]1[CH:37]=[N:36][C:35]2[C:30]1=[N:31][C:32]([I:39])=[N:33][C:34]=2[NH:49][CH2:48][CH:47]([CH2:50][C:51]1[CH:56]=[CH:55][CH:54]=[CH:53][CH:52]=1)[CH2:40][C:41]1[CH:46]=[CH:45][CH:44]=[CH:43][CH:42]=1)(=[O:8])[C:2]1[CH:7]=[CH:6][CH:5]=[CH:4][CH:3]=1. (7) Given the reactants Cl[C:2]1[N:3]=[C:4]([N:14]2[CH2:19][CH2:18][O:17][CH2:16][CH2:15]2)[C:5]2[O:10][C:9]([C:11]([NH2:13])=[O:12])=[CH:8][C:6]=2[N:7]=1.CC1(C)C(C)(C)OB([C:28]2[CH:36]=[CH:35][CH:34]=[C:33]3[C:29]=2[CH:30]=[N:31][NH:32]3)O1, predict the reaction product. The product is: [NH:32]1[C:33]2[C:29](=[C:28]([C:2]3[N:3]=[C:4]([N:14]4[CH2:19][CH2:18][O:17][CH2:16][CH2:15]4)[C:5]4[O:10][C:9]([C:11]([NH2:13])=[O:12])=[CH:8][C:6]=4[N:7]=3)[CH:36]=[CH:35][CH:34]=2)[CH:30]=[N:31]1. (8) The product is: [CH3:23][O:24][C:25](=[O:29])[CH2:26][CH2:27][S:28][C:2]1[S:6][C:5]([NH:7][C:8]([N:9]([CH:17]2[CH2:21][CH2:20][CH2:19][CH2:18]2)[CH:10]2[CH2:15][CH2:14][CH:13]([CH3:16])[CH2:12][CH2:11]2)=[O:22])=[N:4][CH:3]=1. Given the reactants Br[C:2]1[S:6][C:5]([NH:7][C:8](=[O:22])[N:9]([CH:17]2[CH2:21][CH2:20][CH2:19][CH2:18]2)[CH:10]2[CH2:15][CH2:14][CH:13]([CH3:16])[CH2:12][CH2:11]2)=[N:4][CH:3]=1.[CH3:23][O:24][C:25](=[O:29])[CH2:26][CH2:27][SH:28], predict the reaction product. (9) Given the reactants [F:1][C:2]([F:36])([F:35])[C:3]1[CH:4]=[C:5]([C:16]2[O:20][N:19]=[C:18]([C:21]3[CH:29]=[CH:28][CH:27]=[C:26]4[C:22]=3[CH2:23][CH2:24][N:25]4[CH2:30][CH2:31][C:32]([NH2:34])=[O:33])[N:17]=2)[CH:6]=[CH:7][C:8]=1[O:9][CH:10]([CH3:15])[C:11]([F:14])([F:13])[F:12], predict the reaction product. The product is: [F:36][C:2]([F:1])([F:35])[C:3]1[CH:4]=[C:5]([C:16]2[O:20][N:19]=[C:18]([C:21]3[CH:29]=[CH:28][CH:27]=[C:26]4[C:22]=3[CH:23]=[CH:24][N:25]4[CH2:30][CH2:31][C:32]([NH2:34])=[O:33])[N:17]=2)[CH:6]=[CH:7][C:8]=1[O:9][CH:10]([CH3:15])[C:11]([F:12])([F:14])[F:13].